From a dataset of Drug-target binding data from BindingDB using IC50 measurements. Regression. Given a target protein amino acid sequence and a drug SMILES string, predict the binding affinity score between them. We predict pIC50 (pIC50 = -log10(IC50 in M); higher means more potent). Dataset: bindingdb_ic50. (1) The pIC50 is 6.8. The small molecule is O=C1NCc2nc(Sc3ccc(F)cc3F)c(C3=CCNCC3)cc2N1c1c(Cl)cccc1Cl. The target protein sequence is MSQERPTFYRQELNKTIWEVPERYQNLSPVGSGAYGSVCAAFDTKTGHRVAVKKLSRPFQSIIHAKRTYRELRLLKHMKHENVIGLLDVFTPARSLEEFNDVYLVTHLMDADLNNIVKCQKLTDDHVQFLIYQILRGLKYIHSADIIHRDLKPSNLAVNEDCELKILDFGLARHTDDEMTGYVATRWYRAPEIMLNWMHYNQTVDIWSVGCIMAELLTGRTLFPGTDHIDQLKLILRLVGTPGAELLKKISSESARNYIQSLAQMPKMNFANVFIGANPLAVDLLEKMLVLDSDKRITAAQALAHAYFAQYHDPDDEPVADPYDQSFESRDLLIDEWKSLTYDEVISFVPPPLDQEEMES. (2) The small molecule is O=P(O)(O)C(O)(Cn1ccnc1)P(=O)(O)O. The target protein sequence is ILFHLLKITFIDSIFFALHDNYLTPQFIFNKMNDLQIEYDYTDFINYYDKFKVIVYNVLKKLPLNDEIRKPVIEYYLNCIDYNVKKGKHIRGKILVLISSLSSAYSNIKRDSIYLLGWVVEAIQALILIADDIMDSGKFRRGAPCWYIVHGQSNAINDIFFLKMLSLSLIFELSSVFGNDIVMKIQKIYNESIFFTVLGQHLDLSYFDLSKADKISERYFSMVEMKTSRYTFYMPVFFGLTLSEIQVSSAQLNLIEAILYKLGEFYQVHNDVSDYLFNDSNADDICRFKLTWPLQKSFEIADEEMKLKISENYGKNSSLVKDCYNLLKINEHYLEYQRNALDYLIKLVKDITDDSLQKVFIHLIHQISELITNSRSNADSNNSL. The pIC50 is 7.5. (3) The small molecule is COC(=O)c1[nH]c(C(=O)OC)c(-c2c[nH]c3ccc(O)cc23)c1-c1c[nH]c2ccccc12. The target protein (P35428) has sequence MPADIMEKNSSSPVAATPASVNTTPDKPKTASEHRKSSKPIMEKRRRARINESLSQLKTLILDALKKDSSRHSKLEKADILEMTVKHLRNLQRAQMTAALSTDPSVLGKYRAGFSECMNEVTRFLSTCEGVNTEVRTRLLGHLANCMTQINAMTYPGQAHPALQAPPPPPPSGPAGPQHAPFAPPPPPLVPIPGGAAPPPGSAPCKLGSQAGEAAKVFGGFQVVPAPDGQFAFLIPNGAFAHSGPVIPVYTSNSGTSVGPNAVSPSSGSSLTSDSMWRPWRN. The pIC50 is 4.8. (4) The drug is Cc1cc(NS(=O)(=O)Cc2ccc(NC(=O)Cc3ccc(Cl)c(Cl)c3)cc2)no1. The target protein sequence is MENRLRDTSRVVRSHAAPLNEVTQEDLRVERLHGRKYMNPSKKHVMREEFSDKIEHIMHDPRPQEGVHSELPVSISPLLCELAAPRQRIHFNPPETVVGIVTCGGICPGLNDVIRSLTLTAVNAYRVKRVIGFRFGYWGLSKKGSHTAMELYRTSVTSIHRYGGTILGSSRGPQDPSEMVDTLERLGVNILFTVGGDGTQRGALKIAEEAKRRGVNLAVFGIPKTIDNDLSFSHRTFGFETAVDKAVEAVRAAYAEAISLNYGVGVVKLMGRDSGFIAAEAAVASAQANICLVPENPISEDIVMALIQRRFETSRSCVIIVAEGFGQDWEGGTGGHDASGNKKLTDIGVVLTKRIQAWLRKNKERYPSGTVKYIDPSYMIRACPPSANDALFCATLSTLAMHEAMAGATNCIIALRYNSYILVPIKVATSVRRVLDLRGQLWRQVREITVGLQDDVRAFKEAEVRRELEAISLVRERLIGQLSKL. The pIC50 is 5.5. (5) The small molecule is CCCN(C(C)=O)C1CCC(N2C(=O)Cc3cc(OC)c(OC(C)C)cc3C2c2ccc(Cl)cc2)CC1. The target protein sequence is MTSFSTSAQCSTSDSACRISPGQINQVRPKLPLLKILHAAGAQGEMFTVKEVMHYLGQYIMVKQLYDQQEQHMVYCGGDLLGELLGRQSFSVKDPSPLYDMLRKNLVTLATATTDAAQTLALAQDHSMDIPSQDQLKQSAEESSTSRKRTTEDDIPTLPTSEHKCIHSREDEDLIENLAQDETSRLDLGFEEWDVAGLPWWFLGNLRSNYTPRSNGSTDLQTNQDVGTAIVSDTTDDLWFLNESVSEQLGVGIKVEAADTEQTSEEVGKVSDKKVIEVGKNDDLEDSKSLSDDTDVEVTSEDEWQCTECKKFNSPSKRYCFRCWALRKDWYSDCSKLTHSLSTSDITAIPEKENEGNDVPDCRRTISAPVVRPKDAYIKKENSKLFDPCNSVEFLDLAHSSESQETISSMGEQLDNLSEQRTDTENMEDCQNLLKPCSLCEKRPRDGNIIHGRTGHLVTCFHCARRLKKAGASCPICKKEIQLVIKVFIA. The pIC50 is 4.4. (6) The drug is O=C1CCc2cc(/C=C/C(=O)N3C[C@@H]4CN(c5cccnc5)C[C@@H]4C3)cnc2N1. The target protein (Q2FZQ3) has sequence MLNLENKTYVIMGIANKRSIAFGVAKVLDQLGAKLVFTYRKERSRKELEKLLEQLNQPEAHLYQIDVQSDEEVINGFEQIGKDVGNIDGVYHSIAFANMEDLRGRFSETSREGFLLAQDISSYSLTIVAHEAKKLMPEGGSIVATTYLGGEFAVQNYNVMGVAKASLEANVKYLALDLGPDNIRVNAISASPIRTLSAKGVGGFNTILKEIEERAPLKRNVDQVEVGKTAAYLLSDLSSGVTGENIHVDSGFHAIK. The pIC50 is 5.6.